From a dataset of Forward reaction prediction with 1.9M reactions from USPTO patents (1976-2016). Predict the product of the given reaction. Given the reactants C[O:2][C:3](=[O:16])[CH2:4][O:5][C:6]1[CH:11]=[C:10]([O:12][CH3:13])[C:9]([SH:14])=[CH:8][C:7]=1[CH3:15].Cl[CH2:18][C:19]1[CH:24]=[CH:23][C:22]([C:25]2[CH:30]=[CH:29][C:28]([C:31]([F:34])([F:33])[F:32])=[CH:27][CH:26]=2)=[CH:21][CH:20]=1, predict the reaction product. The product is: [CH3:13][O:12][C:10]1[C:9]([S:14][CH2:18][C:19]2[CH:20]=[CH:21][C:22]([C:25]3[CH:30]=[CH:29][C:28]([C:31]([F:32])([F:33])[F:34])=[CH:27][CH:26]=3)=[CH:23][CH:24]=2)=[CH:8][C:7]([CH3:15])=[C:6]([CH:11]=1)[O:5][CH2:4][C:3]([OH:2])=[O:16].